From a dataset of Full USPTO retrosynthesis dataset with 1.9M reactions from patents (1976-2016). Predict the reactants needed to synthesize the given product. (1) Given the product [Cl:35][C:30]1[CH:31]=[CH:32][CH:33]=[CH:34][C:29]=1[C:19]1[N:20]([C:22]2[CH:27]=[CH:26][C:25]([Cl:28])=[CH:24][CH:23]=2)[CH:21]=[C:17]([C:15]([NH:14][C@@H:9]2[CH2:10][CH2:11][CH2:12][CH2:13][C@@H:8]2[O:7][CH2:6][CH2:5][OH:4])=[O:16])[N:18]=1, predict the reactants needed to synthesize it. The reactants are: C([O:4][CH2:5][CH2:6][O:7][C@@H:8]1[CH2:13][CH2:12][CH2:11][CH2:10][C@H:9]1[NH:14][C:15]([C:17]1[N:18]=[C:19]([C:29]2[CH:34]=[CH:33][CH:32]=[CH:31][C:30]=2[Cl:35])[N:20]([C:22]2[CH:27]=[CH:26][C:25]([Cl:28])=[CH:24][CH:23]=2)[CH:21]=1)=[O:16])(=O)C.[BH4-].[Na+].CC(C)=O. (2) Given the product [ClH:27].[ClH:27].[CH2:8]([N:10]1[CH:11]2[CH2:18][CH2:17][CH2:16][CH:15]1[CH2:14][CH:13]([NH2:19])[CH2:12]2)[CH3:9], predict the reactants needed to synthesize it. The reactants are: FC(F)(F)C(O)=O.[CH2:8]([N:10]1[CH:15]2[CH2:16][CH2:17][CH2:18][CH:11]1[CH2:12][CH:13]([NH:19]C(=O)OC(C)(C)C)[CH2:14]2)[CH3:9].[ClH:27].C(OCC)C. (3) Given the product [CH3:20][C:21]1[CH:22]=[C:23]([CH:24]([C:2]2[CH:3]=[N:4][CH:5]=[CH:6][C:7]=2[CH3:8])[OH:25])[O:26][C:27]=1[CH3:28], predict the reactants needed to synthesize it. The reactants are: Br[C:2]1[CH:3]=[N:4][CH:5]=[CH:6][C:7]=1[CH3:8].C([Li])CCC.CCCCCC.[CH3:20][C:21]1[CH:22]=[C:23]([O:26][C:27]=1[CH3:28])[CH:24]=[O:25].O. (4) Given the product [ClH:1].[CH:29]1([N:20]2[C:19]3[C:18]([CH3:32])=[C:17]([N:14]4[CH2:15][CH2:16][C@@H:12]([C@@H:10]([NH:8][CH3:7])[CH3:11])[CH2:13]4)[N:26]=[CH:25][C:24]=3[C:23](=[O:27])[NH:22][C:21]2=[O:28])[CH2:31][CH2:30]1, predict the reactants needed to synthesize it. The reactants are: [ClH:1].C(O[C:7](=O)[N:8]([C@H:10]([C@@H:12]1[CH2:16][CH2:15][N:14]([C:17]2[N:26]=[CH:25][C:24]3[C:23](=[O:27])[NH:22][C:21](=[O:28])[N:20]([CH:29]4[CH2:31][CH2:30]4)[C:19]=3[C:18]=2[CH3:32])[CH2:13]1)[CH3:11])C)(C)(C)C.